This data is from Full USPTO retrosynthesis dataset with 1.9M reactions from patents (1976-2016). The task is: Predict the reactants needed to synthesize the given product. Given the product [CH3:1][O:2][C:3]([C:5]1[C:10](=[O:16])[NH:9][C:8]2[S:12][CH:13]=[CH:14][C:7]=2[CH:6]=1)=[O:4], predict the reactants needed to synthesize it. The reactants are: [CH3:1][O:2][C:3]([C:5]1[CH:6]=[C:7]2[CH:14]=[CH:13][S:12][C:8]2=[N:9][C:10]=1N)=[O:4].N([O-])=[O:16].[Na+].C(=O)(O)[O-].[Na+].